Dataset: TCR-epitope binding with 47,182 pairs between 192 epitopes and 23,139 TCRs. Task: Binary Classification. Given a T-cell receptor sequence (or CDR3 region) and an epitope sequence, predict whether binding occurs between them. (1) The TCR CDR3 sequence is CASSSYLTAPTDTQYF. The epitope is LLSAGIFGA. Result: 0 (the TCR does not bind to the epitope). (2) The epitope is SEETGTLIV. The TCR CDR3 sequence is CASSQIYSGSISYEQYF. Result: 1 (the TCR binds to the epitope). (3) The epitope is AVFDRKSDAK. The TCR CDR3 sequence is CSAPQKRGGSYEQYF. Result: 1 (the TCR binds to the epitope). (4) The epitope is LPAADLDDF. The TCR CDR3 sequence is CASSLTLGLGSPLHF. Result: 1 (the TCR binds to the epitope). (5) The epitope is DATYQRTRALVR. The TCR CDR3 sequence is CASSFSPGDTEAFF. Result: 0 (the TCR does not bind to the epitope). (6) The epitope is LVLSVNPYV. The TCR CDR3 sequence is CASSLTLTEAFF. Result: 0 (the TCR does not bind to the epitope). (7) The epitope is LEPLVDLPI. The TCR CDR3 sequence is CASSLDSPLWGDEKLFF. Result: 1 (the TCR binds to the epitope). (8) The TCR CDR3 sequence is CSVADRVDNEQFF. Result: 0 (the TCR does not bind to the epitope). The epitope is FSKQLQQSM. (9) The epitope is CINGVCWTV. The TCR CDR3 sequence is CASSTPPGVNSNQPQHF. Result: 1 (the TCR binds to the epitope). (10) The epitope is RQLLFVVEV. The TCR CDR3 sequence is CASSQREVPRDEQFF. Result: 1 (the TCR binds to the epitope).